From a dataset of Full USPTO retrosynthesis dataset with 1.9M reactions from patents (1976-2016). Predict the reactants needed to synthesize the given product. (1) Given the product [CH3:34][O:33][N:32]([CH3:31])[C:10]([C@@H:9]([NH:8][C:6](=[O:7])[O:5][C:1]([CH3:2])([CH3:3])[CH3:4])[CH2:13][CH2:14][CH2:15][CH3:16])=[O:12], predict the reactants needed to synthesize it. The reactants are: [C:1]([O:5][C:6]([NH:8][C@@H:9]([CH2:13][CH2:14][CH2:15][CH3:16])[C:10]([OH:12])=O)=[O:7])([CH3:4])([CH3:3])[CH3:2].CN1CCCCC1.ClC(OCC)=O.Cl.[CH3:31][NH:32][O:33][CH3:34]. (2) Given the product [Cl:24][C:22]1[CH:23]=[C:15]([CH2:14][CH:11]2[CH2:12][CH2:13][NH:8][CH2:9][CH2:10]2)[CH:16]=[C:17]2[C:21]=1[C:20](=[O:25])[N:19]([CH2:26][C:27]1[CH:32]=[CH:31][C:30]([O:33][C:34]([F:36])([F:37])[F:35])=[CH:29][CH:28]=1)[CH2:18]2, predict the reactants needed to synthesize it. The reactants are: C(OC([N:8]1[CH2:13][CH2:12][CH:11]([CH2:14][C:15]2[CH:16]=[C:17]3[C:21](=[C:22]([Cl:24])[CH:23]=2)[C:20](=[O:25])[N:19]([CH2:26][C:27]2[CH:32]=[CH:31][C:30]([O:33][C:34]([F:37])([F:36])[F:35])=[CH:29][CH:28]=2)[CH2:18]3)[CH2:10][CH2:9]1)=O)(C)(C)C.FC(F)(F)C(O)=O. (3) Given the product [C:1]([O:4][CH:5]([C@@H:8]1[CH2:12][C:11](=[O:13])[C@H:10]([N:14]2[C:18]3[N:19]=[C:20]([NH2:24])[NH:21][C:22](=[O:23])[C:17]=3[S:16][C:15]2=[O:25])[O:9]1)[CH2:6][CH3:7])(=[O:3])[CH3:2], predict the reactants needed to synthesize it. The reactants are: [C:1]([O:4][CH:5]([C@@H:8]1[CH2:12][C@@H:11]([OH:13])[C@H:10]([N:14]2[C:18]3[N:19]=[C:20]([NH2:24])[NH:21][C:22](=[O:23])[C:17]=3[S:16][C:15]2=[O:25])[O:9]1)[CH2:6][CH3:7])(=[O:3])[CH3:2].CC(OI1(OC(C)=O)(OC(C)=O)OC(=O)C2C=CC=CC1=2)=O. (4) Given the product [C:19]([O:22][CH2:23][CH2:24][C@@H:25]([NH:29][C:30]1[C:35]([CH2:36][C:37]2[CH:42]=[CH:41][C:40]([O:43][CH2:44][CH2:45][CH2:46][N:7]3[CH2:8][CH2:9][CH2:10][C@H:6]3[C:4]([O:3][CH3:2])=[O:5])=[CH:39][C:38]=2[O:52][CH3:53])=[C:34]([CH3:54])[N:33]=[C:32]([NH2:55])[N:31]=1)[CH2:26][CH2:27][CH3:28])(=[O:21])[CH3:20], predict the reactants needed to synthesize it. The reactants are: Cl.[CH3:2][O:3][C:4]([C@@H:6]1[CH2:10][CH2:9][CH2:8][NH:7]1)=[O:5].C(=O)([O-])[O-].[K+].[K+].[I-].[K+].[C:19]([O:22][CH2:23][CH2:24][C@@H:25]([NH:29][C:30]1[C:35]([CH2:36][C:37]2[CH:42]=[CH:41][C:40]([O:43][CH2:44][CH2:45][CH2:46]OS(C)(=O)=O)=[CH:39][C:38]=2[O:52][CH3:53])=[C:34]([CH3:54])[N:33]=[C:32]([NH2:55])[N:31]=1)[CH2:26][CH2:27][CH3:28])(=[O:21])[CH3:20]. (5) Given the product [F:18][C:2]1([CH3:11])[CH2:5][CH:4]([C:6]([O:8][CH2:9][CH3:10])=[O:7])[CH2:3]1, predict the reactants needed to synthesize it. The reactants are: O[C:2]1([CH3:11])[CH2:5][CH:4]([C:6]([O:8][CH2:9][CH3:10])=[O:7])[CH2:3]1.CCN(S(F)(F)[F:18])CC. (6) Given the product [Cl:1][C:2]1[N:3]=[CH:4][NH:5][C:6]=1[C:7]([OH:9])=[O:8], predict the reactants needed to synthesize it. The reactants are: [Cl:1][C:2]1[N:3]=[CH:4][NH:5][C:6]=1[C:7]([O:9]C)=[O:8].CO.[OH-].[Na+].Cl.